Dataset: Peptide-MHC class I binding affinity with 185,985 pairs from IEDB/IMGT. Task: Regression. Given a peptide amino acid sequence and an MHC pseudo amino acid sequence, predict their binding affinity value. This is MHC class I binding data. (1) The peptide sequence is VFFGYFASHF. The MHC is HLA-A29:02 with pseudo-sequence HLA-A29:02. The binding affinity (normalized) is 1.00. (2) The peptide sequence is YPLTFGWCY. The MHC is HLA-A68:02 with pseudo-sequence HLA-A68:02. The binding affinity (normalized) is 0. (3) The peptide sequence is IVCIVAAVII. The MHC is HLA-A02:01 with pseudo-sequence HLA-A02:01. The binding affinity (normalized) is 0.299. (4) The peptide sequence is FLCPTFTLK. The MHC is HLA-A26:01 with pseudo-sequence HLA-A26:01. The binding affinity (normalized) is 0.0847.